This data is from Catalyst prediction with 721,799 reactions and 888 catalyst types from USPTO. The task is: Predict which catalyst facilitates the given reaction. Reactant: [CH2:1]([O:8][C@@H:9]1[C@H:13]([OH:14])[C@@H:12]([CH2:15][O:16][C:17]([C:32]2[CH:37]=[CH:36][C:35]([O:38][CH3:39])=[CH:34][CH:33]=2)([C:24]2[CH:29]=[CH:28][C:27]([O:30][CH3:31])=[CH:26][CH:25]=2)[C:18]2[CH:23]=[CH:22][CH:21]=[CH:20][CH:19]=2)[O:11][CH2:10]1)[C:2]1[CH:7]=[CH:6][CH:5]=[CH:4][CH:3]=1.C(N(CC)C(C)C)(C)C.[C:49]([CH2:51][CH2:52][O:53][P:54](Cl)[N:55]([CH:59]([CH3:61])[CH3:60])[CH:56]([CH3:58])[CH3:57])#[N:50].CN1C=CN=C1. Product: [CH2:1]([O:8][C@@H:9]1[C@H:13]([O:14][P:54]([O:53][CH2:52][CH2:51][C:49]#[N:50])[N:55]([CH:56]([CH3:57])[CH3:58])[CH:59]([CH3:60])[CH3:61])[C@@H:12]([CH2:15][O:16][C:17]([C:32]2[CH:33]=[CH:34][C:35]([O:38][CH3:39])=[CH:36][CH:37]=2)([C:24]2[CH:29]=[CH:28][C:27]([O:30][CH3:31])=[CH:26][CH:25]=2)[C:18]2[CH:23]=[CH:22][CH:21]=[CH:20][CH:19]=2)[O:11][CH2:10]1)[C:2]1[CH:3]=[CH:4][CH:5]=[CH:6][CH:7]=1. The catalyst class is: 2.